Predict the product of the given reaction. From a dataset of Forward reaction prediction with 1.9M reactions from USPTO patents (1976-2016). (1) Given the reactants C([Si]([O:8][CH2:9][CH:10]1[O:14][C:13]2[C:15]3[C:20]([CH:21]=[CH:22][C:12]=2[CH2:11]1)=[CH:19][CH:18]=[CH:17][CH:16]=3)(C)C)(C)(C)C.[F-].C([N+](CCCC)(CCCC)CCCC)CCC.O1C(CO)CC2C=CC3CCCC=3C1=2, predict the reaction product. The product is: [O:14]1[CH:10]([CH2:9][OH:8])[CH2:11][C:12]2[CH:22]=[CH:21][C:20]3[C:15]([C:13]1=2)=[CH:16][CH:17]=[CH:18][CH:19]=3. (2) Given the reactants [Br:1][C:2]1[CH:10]=[CH:9][C:5]([C:6](O)=[O:7])=[CH:4][C:3]=1[F:11].B.O1CCCC1.O, predict the reaction product. The product is: [Br:1][C:2]1[CH:10]=[CH:9][C:5]([CH2:6][OH:7])=[CH:4][C:3]=1[F:11]. (3) The product is: [Cl-:25].[O:28]=[C:27]([C:29]1[CH:34]=[CH:33][CH:32]=[CH:31][CH:30]=1)[CH2:26][N+:13]12[CH2:14][CH2:15][CH:16]([CH2:17][CH2:18]1)[C@@H:11]([O:10][C:8](=[O:9])[CH:7]([C:1]1[CH:6]=[CH:5][CH:4]=[CH:3][CH:2]=1)[N:19]1[CH2:24][CH2:23][S:22][CH2:21][CH2:20]1)[CH2:12]2. Given the reactants [C:1]1([CH:7]([N:19]2[CH2:24][CH2:23][S:22][CH2:21][CH2:20]2)[C:8]([O:10][C@@H:11]2[CH:16]3[CH2:17][CH2:18][N:13]([CH2:14][CH2:15]3)[CH2:12]2)=[O:9])[CH:6]=[CH:5][CH:4]=[CH:3][CH:2]=1.[Cl:25][CH2:26][C:27]([C:29]1[CH:34]=[CH:33][CH:32]=[CH:31][CH:30]=1)=[O:28], predict the reaction product. (4) Given the reactants [Br:1][C:2]1[CH:3]=[N:4][N:5]([CH3:16])[C:6]=1[C:7]1[CH:8]=[C:9]([C:13]([OH:15])=O)[O:10][C:11]=1[CH3:12].[NH2:17][C@@H:18]([CH2:31][C:32]1[CH:37]=[CH:36][CH:35]=[CH:34][C:33]=1[C:38]([F:41])([F:40])[F:39])[CH2:19][N:20]1[C:28](=[O:29])[C:27]2[C:22](=[CH:23][CH:24]=[CH:25][CH:26]=2)[C:21]1=[O:30].C(N(C(C)C)CC)(C)C.F[P-](F)(F)(F)(F)F.Br[P+](N1CCCC1)(N1CCCC1)N1CCCC1, predict the reaction product. The product is: [Br:1][C:2]1[CH:3]=[N:4][N:5]([CH3:16])[C:6]=1[C:7]1[CH:8]=[C:9]([C:13]([NH:17][C@@H:18]([CH2:31][C:32]2[CH:37]=[CH:36][CH:35]=[CH:34][C:33]=2[C:38]([F:41])([F:39])[F:40])[CH2:19][N:20]2[C:28](=[O:29])[C:27]3[C:22](=[CH:23][CH:24]=[CH:25][CH:26]=3)[C:21]2=[O:30])=[O:15])[O:10][C:11]=1[CH3:12].